The task is: Predict the product of the given reaction.. This data is from Forward reaction prediction with 1.9M reactions from USPTO patents (1976-2016). (1) Given the reactants [ClH:1].[OH:2][C:3]1[CH:4]=[C:5]([CH:31]=[C:32]([F:34])[CH:33]=1)[CH2:6][C@H:7]([NH:27][C:28](=[O:30])[CH3:29])[C@H:8]([OH:26])[CH2:9][NH:10][C:11]1([C:17]2[CH:22]=[CH:21][CH:20]=[C:19]([CH:23]([CH3:25])[CH3:24])[CH:18]=2)[CH2:16][CH2:15][CH2:14][CH2:13][CH2:12]1.Br[CH2:36][CH2:37][CH2:38][CH2:39][CH2:40][CH2:41][CH3:42], predict the reaction product. The product is: [ClH:1].[CH2:36]([O:2][C:3]1[CH:4]=[C:5]([CH:31]=[C:32]([F:34])[CH:33]=1)[CH2:6][C@H:7]([NH:27][C:28](=[O:30])[CH3:29])[C@H:8]([OH:26])[CH2:9][NH:10][C:11]1([C:17]2[CH:22]=[CH:21][CH:20]=[C:19]([CH:23]([CH3:25])[CH3:24])[CH:18]=2)[CH2:16][CH2:15][CH2:14][CH2:13][CH2:12]1)[CH2:37][CH2:38][CH2:39][CH2:40][CH2:41][CH3:42]. (2) Given the reactants [Br:1][C:2]1C=[CH:13][C:12]2[C:11]3[C:6](=[CH:7][CH:8]=[CH:9][CH:10]=3)[CH2:5][C:4]=2[CH:3]=1.[CH3:15][C:16]([CH3:19])([O-:18])C.[K+].S([O:25][CH2:26]COC)(=O)(=O)C.O1CCC[CH2:31]1, predict the reaction product. The product is: [Br:1][CH2:2][CH2:3][C:4]1[C:15]2[C:16]([O:25][CH3:26])([O:18][CH3:31])[C:19]3[C:9](=[CH:10][CH:11]=[CH:12][CH:13]=3)[C:8]=2[CH:7]=[CH:6][CH:5]=1. (3) The product is: [CH3:41][S:42][C:2]1[C:3]([N:20]2[CH2:25][CH2:24][CH2:23][C@@H:22]([NH:26][C:27](=[O:33])[O:28][C:29]([CH3:32])([CH3:31])[CH3:30])[CH2:21]2)=[C:4]2[C:10]([NH:11][C:12](=[O:19])[C:13]3[CH:18]=[CH:17][CH:16]=[N:15][CH:14]=3)=[CH:9][NH:8][C:5]2=[N:6][CH:7]=1. Given the reactants Br[C:2]1[C:3]([N:20]2[CH2:25][CH2:24][CH2:23][C@@H:22]([NH:26][C:27](=[O:33])[O:28][C:29]([CH3:32])([CH3:31])[CH3:30])[CH2:21]2)=[C:4]2[C:10]([NH:11][C:12](=[O:19])[C:13]3[CH:18]=[CH:17][CH:16]=[N:15][CH:14]=3)=[CH:9][NH:8][C:5]2=[N:6][CH:7]=1.[Li]C.C([Li])CCC.[CH3:41][S:42]SC, predict the reaction product. (4) The product is: [C:27]1([CH2:26][O:25][C:16]2[CH:17]=[CH:18][C:19]([C:21]([F:24])([F:22])[F:23])=[CH:20][C:15]=2[C:10]2[CH2:11][CH2:12][CH2:13][CH2:14][C:9]=2[B:4]([OH:3])[OH:5])[CH:32]=[CH:31][CH:30]=[CH:29][CH:28]=1. Given the reactants CC1(C)C(C)(C)[O:5][B:4]([C:9]2[CH2:14][CH2:13][CH2:12][CH2:11][C:10]=2[C:15]2[CH:20]=[C:19]([C:21]([F:24])([F:23])[F:22])[CH:18]=[CH:17][C:16]=2[O:25][CH2:26][C:27]2[CH:32]=[CH:31][CH:30]=[CH:29][CH:28]=2)[O:3]1, predict the reaction product.